Dataset: Forward reaction prediction with 1.9M reactions from USPTO patents (1976-2016). Task: Predict the product of the given reaction. (1) Given the reactants [C:1](=[O:8])([O:3][C:4]([CH3:7])([CH3:6])[CH3:5])[NH2:2].[OH-].[Na+].Cl[O:12]C(C)(C)C.[Br:17][C:18]1[N:23]=[C:22](/[CH:24]=[CH:25]/[C:26]2[CH:31]=[CH:30][CH:29]=[CH:28][CH:27]=2)[C:21]([F:32])=[CH:20][CH:19]=1, predict the reaction product. The product is: [Br:17][C:18]1[N:23]=[C:22]([C@@H:24]([NH:2][C:1](=[O:8])[O:3][C:4]([CH3:7])([CH3:6])[CH3:5])[C@H:25]([OH:12])[C:26]2[CH:27]=[CH:28][CH:29]=[CH:30][CH:31]=2)[C:21]([F:32])=[CH:20][CH:19]=1. (2) Given the reactants [Li]CCCC.[Cl:6][C:7]1[CH:12]=[C:11]([F:13])[CH:10]=[CH:9][C:8]=1[NH:14][C:15]([C:17]1[CH:21]=[CH:20][N:19]([S:22]([C:25]2[CH:30]=[CH:29][CH:28]=[CH:27][CH:26]=2)(=[O:24])=[O:23])[N:18]=1)=[O:16].[I:31]I, predict the reaction product. The product is: [Cl:6][C:7]1[CH:12]=[C:11]([F:13])[CH:10]=[CH:9][C:8]=1[NH:14][C:15]([C:17]1[CH:21]=[C:20]([I:31])[N:19]([S:22]([C:25]2[CH:26]=[CH:27][CH:28]=[CH:29][CH:30]=2)(=[O:23])=[O:24])[N:18]=1)=[O:16]. (3) Given the reactants [Cl:1][C:2]1[CH:3]=[C:4]([SH:8])[CH:5]=[CH:6][CH:7]=1.C[S:10]([CH3:12])=O, predict the reaction product. The product is: [Cl:1][C:2]1[CH:3]=[C:4]([S:8][S:10][C:12]2[CH:5]=[CH:6][CH:7]=[C:2]([Cl:1])[CH:3]=2)[CH:5]=[CH:6][CH:7]=1. (4) Given the reactants [CH2:1]([N:3]([CH2:6][C:7]1[S:11][C:10]([C:12]([OH:14])=O)=[CH:9][C:8]=1[CH3:15])[CH2:4][CH3:5])[CH3:2].[CH3:16][C:17]1([CH3:37])[O:21][C@H:20]([CH2:22][O:23][C:24]2[C:33]([CH3:34])=[CH:32][C:27]([C:28]([NH:30][OH:31])=[NH:29])=[CH:26][C:25]=2[O:35][CH3:36])[CH2:19][O:18]1.Cl.N, predict the reaction product. The product is: [CH3:16][C:17]1([CH3:37])[O:21][C@H:20]([CH2:22][O:23][C:24]2[C:33]([CH3:34])=[CH:32][C:27]([C:28]3[N:30]=[C:12]([C:10]4[S:11][C:7]([CH2:6][N:3]([CH2:1][CH3:2])[CH2:4][CH3:5])=[C:8]([CH3:15])[CH:9]=4)[O:14][N:29]=3)=[CH:26][C:25]=2[O:35][CH3:36])[CH2:19][O:18]1.[CH2:1]([N:3]([CH2:6][C:7]1[S:11][C:10]([C:12]2[O:31][N:30]=[C:28]([C:27]3[CH:32]=[C:33]([CH3:34])[C:24]([O:23][CH2:22][C@@H:20]([OH:21])[CH2:19][OH:18])=[C:25]([O:35][CH3:36])[CH:26]=3)[N:29]=2)=[CH:9][C:8]=1[CH3:15])[CH2:4][CH3:5])[CH3:2]. (5) Given the reactants [CH:1]1[C:6]([C:7]2[C:16](=[O:17])[C:15]3[CH:14]=[CH:13][C:12]([OH:18])=[CH:11][C:10]=3[O:9][CH:8]=2)=[CH:5][CH:4]=[C:3]([OH:19])[CH:2]=1.[H-].[Na+].[H][H].[CH2:24](Br)[C:25]#[CH:26], predict the reaction product. The product is: [OH:19][C:3]1[CH:4]=[CH:5][C:6]([C:7]2[C:16](=[O:17])[C:15]3[C:10](=[CH:11][C:12]([O:18][CH2:26][C:25]#[CH:24])=[CH:13][CH:14]=3)[O:9][CH:8]=2)=[CH:1][CH:2]=1. (6) The product is: [CH3:25][O:24][C:22]([C:19]1[CH:20]=[C:21]2[C:16](/[C:15](=[C:3]3/[N:2]([CH3:1])[CH2:6][CH2:5][CH2:4]/3)/[CH:14]=[N:13]2)=[CH:17][CH:18]=1)=[O:23]. Given the reactants [CH3:1][N:2]1[CH2:6][CH2:5][CH2:4][C:3]1=O.P(Cl)(Cl)(Cl)=O.[NH:13]1[C:21]2[C:16](=[CH:17][CH:18]=[C:19]([C:22]([O:24][CH3:25])=[O:23])[CH:20]=2)[CH:15]=[CH:14]1.C([O-])([O-])=O.[Na+].[Na+], predict the reaction product. (7) Given the reactants Cl[C:2]1[CH:7]=[C:6]([CH2:8][N:9]2[CH2:14][CH2:13][N:12]([C:15](=[O:17])[CH3:16])[CH2:11][CH2:10]2)[CH:5]=[CH:4][N:3]=1.[NH2:18][C:19]1[N:20]=[CH:21][C:22]2[C:27]([CH:28]=1)=[CH:26][CH:25]=[CH:24][CH:23]=2.CC1(C)C2C(=C(P(C3C=CC=CC=3)C3C=CC=CC=3)C=CC=2)OC2C(P(C3C=CC=CC=3)C3C=CC=CC=3)=CC=CC1=2.C([O-])([O-])=O.[Cs+].[Cs+], predict the reaction product. The product is: [CH:21]1[C:22]2[C:27](=[CH:26][CH:25]=[CH:24][CH:23]=2)[CH:28]=[C:19]([NH:18][C:2]2[CH:7]=[C:6]([CH2:8][N:9]3[CH2:14][CH2:13][N:12]([C:15](=[O:17])[CH3:16])[CH2:11][CH2:10]3)[CH:5]=[CH:4][N:3]=2)[N:20]=1.